Dataset: Forward reaction prediction with 1.9M reactions from USPTO patents (1976-2016). Task: Predict the product of the given reaction. (1) Given the reactants [NH2:1][C:2]1[N:7]=[C:6]([NH2:8])[C:5]([O:9][CH2:10][CH2:11][CH2:12][O:13][C:14]2[CH:19]=[CH:18][CH:17]=[CH:16][C:15]=2[CH2:20][CH2:21][C:22]([OH:24])=[O:23])=[C:4]([CH2:25][CH3:26])[N:3]=1.OS(O)(=O)=O.C(OCC)(OCC)O[CH2:34][CH3:35].C([O-])([O-])=O.[K+].[K+], predict the reaction product. The product is: [NH2:1][C:2]1[N:7]=[C:6]([NH2:8])[C:5]([O:9][CH2:10][CH2:11][CH2:12][O:13][C:14]2[CH:19]=[CH:18][CH:17]=[CH:16][C:15]=2[CH2:20][CH2:21][C:22]([O:24][CH2:34][CH3:35])=[O:23])=[C:4]([CH2:25][CH3:26])[N:3]=1. (2) Given the reactants [BH4-].[Na+].[N+:3]([C:6]1[C:7]([C:32]([F:35])([F:34])[F:33])=[N:8][C:9]2[C:14]([C:15]=1[NH:16][CH2:17][CH2:18][CH:19]1[CH2:24][CH2:23][N:22]([C:25]([O:27][C:28]([CH3:31])([CH3:30])[CH3:29])=[O:26])[CH2:21][CH2:20]1)=[CH:13][CH:12]=[CH:11][CH:10]=2)([O-])=O, predict the reaction product. The product is: [NH2:3][C:6]1[C:7]([C:32]([F:35])([F:34])[F:33])=[N:8][C:9]2[C:14]([C:15]=1[NH:16][CH2:17][CH2:18][CH:19]1[CH2:24][CH2:23][N:22]([C:25]([O:27][C:28]([CH3:29])([CH3:30])[CH3:31])=[O:26])[CH2:21][CH2:20]1)=[CH:13][CH:12]=[CH:11][CH:10]=2. (3) Given the reactants [NH2:1][C:2]1[CH:3]=[N:4][C:5]2[C:10]([C:11]=1[NH:12][CH2:13][C:14]([CH3:17])([OH:16])[CH3:15])=[CH:9][CH:8]=[C:7]([Br:18])[CH:6]=2.[CH2:19](OC(OCC)OCC)C, predict the reaction product. The product is: [Br:18][C:7]1[CH:8]=[CH:9][C:10]2[C:11]3[N:12]([CH2:13][C:14]([CH3:15])([OH:16])[CH3:17])[CH:19]=[N:1][C:2]=3[CH:3]=[N:4][C:5]=2[CH:6]=1.